This data is from Full USPTO retrosynthesis dataset with 1.9M reactions from patents (1976-2016). The task is: Predict the reactants needed to synthesize the given product. (1) The reactants are: Br[C:2]1[S:6][C:5]([C:7]2[CH:11]=[CH:10][N:9]([CH3:12])[N:8]=2)=[CH:4][CH:3]=1.[CH3:13][S:14]([C:17]1[CH:18]=[C:19](B(O)O)[CH:20]=[CH:21][CH:22]=1)(=[O:16])=[O:15].C([O-])([O-])=O.[K+].[K+].O. Given the product [CH3:13][S:14]([C:17]1[CH:22]=[C:21]([C:2]2[S:6][C:5]([C:7]3[CH:11]=[CH:10][N:9]([CH3:12])[N:8]=3)=[CH:4][CH:3]=2)[CH:20]=[CH:19][CH:18]=1)(=[O:16])=[O:15], predict the reactants needed to synthesize it. (2) The reactants are: [CH3:1][N:2]1[C:11]2[C:6](=[CH:7][C:8]([C:12]([OH:14])=O)=[CH:9][CH:10]=2)[C:5](=[O:15])[NH:4][C:3]1=[O:16].CO[NH:19][CH2:20][C:21]1[CH:26]=[CH:25][CH:24]=[CH:23][CH:22]=1.[B-](F)(F)(F)F.C[CH2:33][O:34]C(C(C#N)=NOC(N(C)C)=[N+](C)C)=O.CCN(C(C)C)C(C)C. Given the product [CH3:33][O:34][C:24]1[CH:23]=[CH:22][C:21]([CH2:20][NH:19][C:12]([C:8]2[CH:7]=[C:6]3[C:11](=[CH:10][CH:9]=2)[N:2]([CH3:1])[C:3](=[O:16])[NH:4][C:5]3=[O:15])=[O:14])=[CH:26][CH:25]=1, predict the reactants needed to synthesize it.